From a dataset of Experimentally validated miRNA-target interactions with 360,000+ pairs, plus equal number of negative samples. Binary Classification. Given a miRNA mature sequence and a target amino acid sequence, predict their likelihood of interaction. (1) The miRNA is mmu-miR-344c-3p with sequence UGAUCUAGUCAAAGCCUGACAGU. The protein sequence of the target gene is MALAMQSSEFQFAQRLASSEKGVRDRAVRKLRQYLSARTQSDTGSFSQEELLKIWKGLFYCMWVQDEPLLQEELANIISQLIHVVNSLEAQYLFIQTFWQTMNREWQGIDKLQLDKYYMLIRLVLRQSFEVLKRNAWEESQITLFLDILMKEILSPESQSPNGVRTHLIDVYLEELTTVGGAELLADQNLKLIDPFCRIAAKTKDHTLVQTVARGVFEVIVDQSACVPQESVEERKTKEDGSGFPTKALACRKAVSGKKAALDECLRDGVIGSRERDICAALKDSGSPLQFDYKAVADRL.... Result: 1 (interaction). (2) The miRNA is hsa-miR-1305 with sequence UUUUCAACUCUAAUGGGAGAGA. The protein sequence of the target gene is MLDGSPLARWLAAAFGLTLLLAALRPSAAYFGLTGSEPLTILPLTLEPEAAAQAHYKACDRLKLERKQRRMCRRDPGVAETLVEAVSMSALECQFQFRFERWNCTLEGRYRASLLKRGFKETAFLYAISSAGLTHALAKACSAGRMERCTCDEAPDLENREAWQWGGCGDNLKYSSKFVKEFLGRRSSKDLRARVDFHNNLVGVKVIKAGVETTCKCHGVSGSCTVRTCWRQLAPFHEVGKHLKHKYETALKVGSTTNEAAGEAGAISPPRGRASGAGGSDPLPRTPELVHLDDSPSFCL.... Result: 0 (no interaction). (3) The miRNA is hsa-miR-1909-5p with sequence UGAGUGCCGGUGCCUGCCCUG. The protein sequence of the target gene is MAEIIQERIEDRIPELEQLERIGLFSHAEIKAIIKKASDLEYKIHRRTLLKEDFINYVQYEINLLELIQRRRARIKYSFKKDEIEYSMVHRVQGVFGRASAKWKDDVQLWLSYIVFCKKWGTKTHLSKIFSAMLAIHSNKPALWIMAAKWEMEDRLSSESARQLFLRALRFHPECPKLYQEYFRMELMHAEKLRKEKQEFEKAAMDMGDFDHPEEILKGELARIIYKNSISKIKGAEFHVSLLAIAQLFDFAKDLQKEIYDDLQALHTDDPLTWDYVARRELEIESQPGEEQPVSKQAKA.... Result: 0 (no interaction). (4) The miRNA is hsa-miR-2681-3p with sequence UAUCAUGGAGUUGGUAAAGCAC. The protein sequence of the target gene is MRKIDLCLSSEGSEVILATSSDEKHPPENIIDGNPETFWTTTGMFPQEFIICFHKHVRIERLVIQSYFVQTLKIEKSTSKEPVDFEQWIEKDLVHTEGQLQNEEIVAHDGSATYLRFIIVSAFDHFASVHSVSAEGTVVSNLSS. Result: 0 (no interaction). (5) The miRNA is hsa-miR-1-3p with sequence UGGAAUGUAAAGAAGUAUGUAU. The protein sequence of the target gene is MKSIILFVLSLLLILEKQAAVMGQKGGSKGQLPSGSSQFPHGQKGQHYFGQKDQQHTKSKGSFSIQHTYHVDINDHDWTRKSQQYDLNALHKATKSKQHLGGSQQLLNYKQEGRDHDKSKGHFHMIVIHHKGGQAHHGTQNPSQDQGNSPSGKGLSSQCSNTEKRLWVHGLSKEQASASGAQKGRTQGGSQSSYVLQTEELVVNKQQRETKNSHQNKGHYQNVVDVREEHSSKLQTSLHPAHQDRLQHGPKDIFTTQDELLVYNKNQHQTKNLSQDQEHGRKAHKISYPSSRTEERQLHH.... Result: 1 (interaction). (6) The miRNA is rno-miR-497-5p with sequence CAGCAGCACACUGUGGUUUGUA. The protein sequence of the target gene is MEPSDAARPGPGRAFRGLSPRLLLLPLLPVLLGRGLRAGAAASSGAAAEDSSAMEELATEKEAEESHRQDSVSLLTFILLLTLTILTIWLFKHRRVRFLHETGLAMIYGLIVGVILRYGTPATSGHDKSLSCTQEDRAFSTLLVNVSGKFFEYTLKGEISPGKINNVEQNDMLRKVTFDPEVFFNILLPPIIFHAGYSLKKRHFFRNLGSILAYAFLGTAVSCFIIGNLMYGVVKLMKIVGQLSDKFYYTDCLFFGAIISATDPVTVLAIFNELHADVDLYALLFGESVLNDAVAIVLSS.... Result: 0 (no interaction). (7) The miRNA is hsa-miR-515-3p with sequence GAGUGCCUUCUUUUGGAGCGUU. The protein sequence of the target gene is MAFYSCCWVLLALTWHTSAYGPDQRAQKKGDIILGGLFPIHFGVAAKDQDLKSRPESVECIRYNFRGFRWLQAMIFAIEEINSSPALLPNLTLGYRIFDTCNTVSKALEATLSFVAQNKIDSLNLDEFCNCSEHIPSTIAVVGATGSGVSTAVANLLGLFYIPQVSYASSSRLLSNKNQFKSFLRTIPNDEHQATAMADIIEYFRWNWVGTIAADDDYGRPGIEKFREEAEERDICIDFSELISQYSDEEEIQHVVEVIQNSTAKVIVVFSSGPDLEPLIKEIVRRNITGKIWLASEAWA.... Result: 0 (no interaction). (8) The miRNA is hsa-miR-4771 with sequence AGCAGACUUGACCUACAAUUA. The protein sequence of the target gene is MAVVATLRLSAQGTVTFEDVAVKFTQEEWNLLSEAQRCLYRDVTLENLALMSSLGCWCGVEDEAAPSKQSIYIQRETQVRTPVTGVSPKKAHPCEMCGPILGDILHVADHQGTHHKQKLHRCEAWGNKLYDSGNFHQHQNEHIGEKPYRGSVEEALFVKRCKLHVSGESSVFSESGKDFLPRSGLLQQEASHTGEKSNSKTECVSPFQCGGAHYSHGDSMKHFSTKHILSQHQRLLPREECYVCCECGKSFSKYVSFSNHQRVHSGKRPYECGECEKSFSQKSSLIQHQQFHTGGKPYGC.... Result: 0 (no interaction). (9) The miRNA is hsa-miR-6862-3p with sequence CCUCACCCAGCUCUCUGGCCCUCU. The protein sequence of the target gene is MFAEIQIQDKDRMGTAGKVIKCKAAVLWEQKQPFSIEEIEVAPPKTKEVRIKILATGICRTDDHVIKGTMVSKFPVIVGHEATGIVESIGEGVTTVKPGDKVIPLFLPQCRECNACRNPDGNLCIRSDITGRGVLADGTTRFTCKGKPVHHFMNTSTFTEYTVVDESSVAKIDDAAPPEKVCLIGCGFSTGYGAAVKTGKVKPGSTCVVFGLGGVGLSVIMGCKSAGASRIIGIDLNKDKFEKAMAVGATECISPKDSTKPISEVLSEMTGNNVGYTFEVIGHLETMIDALASCHMNYGT.... Result: 0 (no interaction).